This data is from Forward reaction prediction with 1.9M reactions from USPTO patents (1976-2016). The task is: Predict the product of the given reaction. (1) Given the reactants C(O[C:6](=O)[N:7]([C@@H:9]([C:21](=[O:37])[N:22]([C@@H:24]([C:33](=[O:36])[NH:34][CH3:35])[CH2:25][C:26]1[CH:31]=[CH:30][CH:29]=[CH:28][C:27]=1[F:32])[CH3:23])[CH2:10][C:11]1[CH:20]=[CH:19][C:18]2[C:13](=[CH:14][CH:15]=[CH:16][CH:17]=2)[CH:12]=1)C)(C)(C)C.FC(F)(F)C(O)=O.C(=O)([O-])O.[Na+].C(=O)([O-])[O-].[Na+].[Na+].C(=O)([O-])O.[Na+], predict the reaction product. The product is: [F:32][C:27]1[CH:28]=[CH:29][CH:30]=[CH:31][C:26]=1[CH2:25][C@@H:24]([N:22]([CH3:23])[C:21](=[O:37])[C@H:9]([NH:7][CH3:6])[CH2:10][C:11]1[CH:20]=[CH:19][C:18]2[C:13](=[CH:14][CH:15]=[CH:16][CH:17]=2)[CH:12]=1)[C:33](=[O:36])[NH:34][CH3:35]. (2) Given the reactants [CH3:1][O:2][CH2:3][CH2:4][NH:5][C:6]([CH:8]1[C:17]2[C:12](=[CH:13][CH:14]=[CH:15][CH:16]=2)[C:11](=[O:18])[N:10](C2C=CC(Cl)=CC=2)[CH:9]1[C:26]1[CH:31]=[CH:30][C:29]([Cl:32])=[CH:28][CH:27]=1)=[O:7].COCCNC(C1C2C(=CC=CC=2)C(=O)N([CH2:51][C:52]2[CH:57]=[CH:56][C:55]([Cl:58])=[CH:54][CH:53]=2)C1C1C2C(=CC=CC=2)NC=1)=O.COCCNC(C1C2C(=CC=CC=2)C(=O)N(CC2C=CC(Cl)=CC=2)C1C1C=NC2C(C=1)=CC=CC=2)=O.COCCNC(C1C2C(=CC=CC=2)C(=O)N(CC2C=CC(Cl)=CC=2)C1C1C=CC2C(=CC=CC=2)C=1)=O.ClC1C=CC(CN2C(C3C=CC(Cl)=CC=3)C(C(N3CCOCC3)=O)C3C(=CC=CC=3)C2=O)=CC=1.C(N1CCN(C(C2C3C(=CC=CC=3)C(=O)N(CC3C=CC(Cl)=CC=3)C2C2C=CC(Cl)=CC=2)=O)CC1)(=O)C.OCCNC(C1C2C(=CC=CC=2)C(=O)N(CC2C=CC(Cl)=CC=2)C1C1C=CC(Cl)=CC=1)=O.ClC1C=CC(CN2C(C3C=CC(Cl)=CC=3)C(C(N3CCN(CCO)CC3)=O)C3C(=CC=CC=3)C2=O)=CC=1, predict the reaction product. The product is: [CH3:1][O:2][CH2:3][CH2:4][NH:5][C:6]([CH:8]1[C:17]2[C:12](=[CH:13][CH:14]=[CH:15][CH:16]=2)[C:11](=[O:18])[N:10]([CH2:51][C:52]2[CH:57]=[CH:56][C:55]([Cl:58])=[CH:54][CH:53]=2)[CH:9]1[C:26]1[CH:27]=[CH:28][C:29]([Cl:32])=[CH:30][CH:31]=1)=[O:7]. (3) Given the reactants I[C:2]1[NH:6][N:5]=[C:4]([C:7]([N:9]([CH3:11])[CH3:10])=[O:8])[C:3]=1[CH3:12].IC1NC(C)=NC=1C.[CH3:21][C:22]1[CH:31]=[C:30]([CH3:32])[C:29](B2OC(C)(C)C(C)(C)O2)=[CH:28][C:23]=1[C:24]([O:26]C)=O.CC1C=CC(C(OC)=O)=CC=1B1OC(C)(C)C(C)(C)O1.Cl.[F:63][C:64]1([C:68]2[CH:75]=[CH:74][C:71]([C:72]#N)=[CH:70][CH:69]=2)[CH2:67][NH:66][CH2:65]1.Cl.N1CC(C2C=CC(C#N)=CC=2)C1, predict the reaction product. The product is: [F:63][C:64]1([C:68]2[CH:75]=[CH:74][C:71]([CH3:72])=[CH:70][CH:69]=2)[CH2:67][N:66]([C:24]([C:23]2[C:22]([CH3:21])=[CH:31][C:30]([CH3:32])=[C:29]([C:2]3[NH:6][N:5]=[C:4]([C:7]([N:9]([CH3:11])[CH3:10])=[O:8])[C:3]=3[CH3:12])[CH:28]=2)=[O:26])[CH2:65]1. (4) Given the reactants [OH:1][C:2]1[C:11]2[C:6](=[CH:7][C:8]([O:12][C:13]3[CH:18]=[C:17]([F:19])[CH:16]=[C:15]([F:20])[CH:14]=3)=[CH:9][CH:10]=2)[C:5]([CH3:21])=[N:4][C:3]=1[C:22](OC)=[O:23].[NH2:26][CH2:27][C:28]([OH:30])=[O:29].C[O-].[Na+], predict the reaction product. The product is: [OH:1][C:2]1[C:11]2[C:6](=[CH:7][C:8]([O:12][C:13]3[CH:18]=[C:17]([F:19])[CH:16]=[C:15]([F:20])[CH:14]=3)=[CH:9][CH:10]=2)[C:5]([CH3:21])=[N:4][C:3]=1[C:22]([NH:26][CH2:27][C:28]([OH:30])=[O:29])=[O:23]. (5) The product is: [CH2:28]([N:14]([C:11]1[S:12][CH:13]=[C:9]([C:6]2[CH:5]=[CH:4][C:3]([O:2][CH3:1])=[CH:8][CH:7]=2)[N:10]=1)[CH2:15][CH2:16][C:17]1[CH:18]=[CH:19][C:20]([C:21]#[N:22])=[CH:23][CH:24]=1)[CH2:29][CH2:30][CH3:31]. Given the reactants [CH3:1][O:2][C:3]1[CH:8]=[CH:7][C:6]([C:9]2[N:10]=[C:11]([NH:14][CH2:15][CH2:16][C:17]3[CH:24]=[CH:23][C:20]([C:21]#[N:22])=[CH:19][CH:18]=3)[S:12][CH:13]=2)=[CH:5][CH:4]=1.[H-].[Na+].I[CH2:28][CH2:29][CH2:30][CH3:31].C(OCC)(=O)C, predict the reaction product. (6) Given the reactants Cl.[NH2:2][C:3]1[N:11]=[C:10]([O:12][CH2:13][CH2:14][CH2:15][CH3:16])[N:9]=[C:8]2[C:4]=1[NH:5][C:6](=[O:21])[N:7]2[CH2:17][CH2:18][CH2:19]Br.[CH3:22][N:23]1[CH2:28][CH2:27][CH:26]([NH2:29])[CH2:25][CH2:24]1, predict the reaction product. The product is: [NH2:2][C:3]1[N:11]=[C:10]([O:12][CH2:13][CH2:14][CH2:15][CH3:16])[N:9]=[C:8]2[C:4]=1[NH:5][C:6](=[O:21])[N:7]2[CH2:17][CH2:18][CH2:19][NH:29][CH:26]1[CH2:27][CH2:28][N:23]([CH3:22])[CH2:24][CH2:25]1. (7) Given the reactants [CH3:1][O:2][C:3](=[O:14])[C:4]1[CH:9]=[CH:8][C:7](F)=[CH:6][C:5]=1[N+:11]([O-:13])=[O:12].Cl.[CH3:16][NH:17][CH3:18].C([O-])([O-])=O.[K+].[K+].O, predict the reaction product. The product is: [CH3:1][O:2][C:3](=[O:14])[C:4]1[CH:9]=[CH:8][C:7]([N:17]([CH3:18])[CH3:16])=[CH:6][C:5]=1[N+:11]([O-:13])=[O:12]. (8) The product is: [Cl:1][C:2]1[CH:3]=[CH:4][C:5]([CH2:6][N:7]2[C:15]3[C:14](=[O:16])[NH:13][C:12](=[O:26])[N:11]([CH3:27])[C:10]=3[N:9]=[C:8]2[CH2:28][CH2:29][CH2:30][O:31][C:32]2[CH:37]=[CH:36][CH:35]=[C:34]([O:38][C:39]([F:42])([F:40])[F:41])[CH:33]=2)=[CH:43][CH:44]=1. Given the reactants [Cl:1][C:2]1[CH:44]=[CH:43][C:5]([CH2:6][N:7]2[C:15]3[C:14](=[O:16])[N:13](CC4C=CC(OC)=CC=4)[C:12](=[O:26])[N:11]([CH3:27])[C:10]=3[N:9]=[C:8]2[CH2:28][CH2:29][CH2:30][O:31][C:32]2[CH:37]=[CH:36][CH:35]=[C:34]([O:38][C:39]([F:42])([F:41])[F:40])[CH:33]=2)=[CH:4][CH:3]=1.C(O)(C(F)(F)F)=O.FC(F)(F)S(O)(=O)=O, predict the reaction product.